Dataset: NCI-60 drug combinations with 297,098 pairs across 59 cell lines. Task: Regression. Given two drug SMILES strings and cell line genomic features, predict the synergy score measuring deviation from expected non-interaction effect. (1) Drug 1: CC1=C(C(=CC=C1)Cl)NC(=O)C2=CN=C(S2)NC3=CC(=NC(=N3)C)N4CCN(CC4)CCO. Drug 2: CC(C)NC(=O)C1=CC=C(C=C1)CNNC.Cl. Cell line: HCT116. Synergy scores: CSS=7.21, Synergy_ZIP=-1.36, Synergy_Bliss=2.82, Synergy_Loewe=-8.09, Synergy_HSA=-1.84. (2) Drug 1: C1=NC2=C(N1)C(=S)N=CN2. Drug 2: CC1C(C(CC(O1)OC2CC(CC3=C2C(=C4C(=C3O)C(=O)C5=CC=CC=C5C4=O)O)(C(=O)C)O)N)O. Cell line: ACHN. Synergy scores: CSS=43.9, Synergy_ZIP=-5.43, Synergy_Bliss=-5.71, Synergy_Loewe=-30.0, Synergy_HSA=-3.47. (3) Drug 1: COC1=NC(=NC2=C1N=CN2C3C(C(C(O3)CO)O)O)N. Drug 2: CC1C(C(CC(O1)OC2CC(CC3=C2C(=C4C(=C3O)C(=O)C5=C(C4=O)C(=CC=C5)OC)O)(C(=O)CO)O)N)O.Cl. Cell line: UACC62. Synergy scores: CSS=34.2, Synergy_ZIP=-6.18, Synergy_Bliss=-4.60, Synergy_Loewe=-20.9, Synergy_HSA=-1.75. (4) Drug 1: CCC1=CC2CC(C3=C(CN(C2)C1)C4=CC=CC=C4N3)(C5=C(C=C6C(=C5)C78CCN9C7C(C=CC9)(C(C(C8N6C)(C(=O)OC)O)OC(=O)C)CC)OC)C(=O)OC.C(C(C(=O)O)O)(C(=O)O)O. Drug 2: N.N.Cl[Pt+2]Cl. Cell line: HT29. Synergy scores: CSS=65.5, Synergy_ZIP=2.71, Synergy_Bliss=5.69, Synergy_Loewe=-25.2, Synergy_HSA=4.86. (5) Drug 1: C(CC(=O)O)C(=O)CN.Cl. Drug 2: C1CC(=O)NC(=O)C1N2C(=O)C3=CC=CC=C3C2=O. Cell line: HOP-92. Synergy scores: CSS=9.78, Synergy_ZIP=-1.06, Synergy_Bliss=6.41, Synergy_Loewe=4.55, Synergy_HSA=4.02. (6) Drug 1: COC1=CC(=CC(=C1O)OC)C2C3C(COC3=O)C(C4=CC5=C(C=C24)OCO5)OC6C(C(C7C(O6)COC(O7)C8=CC=CS8)O)O. Drug 2: C1C(C(OC1N2C=NC3=C2NC=NCC3O)CO)O. Cell line: PC-3. Synergy scores: CSS=16.5, Synergy_ZIP=-4.28, Synergy_Bliss=-0.00441, Synergy_Loewe=-23.5, Synergy_HSA=0.911.